From a dataset of Reaction yield outcomes from USPTO patents with 853,638 reactions. Predict the reaction yield, written as a fraction of the theoretical maximum amount of product (1.0 means a 100% yield; for example, 0.34 means a 34% yield). (1) The reactants are [Br:1][C:2]1[N:6]([CH:7]([CH3:9])[CH3:8])[N:5]=[CH:4][C:3]=1[CH2:10][C:11]1(C(O)=O)[CH2:16][CH2:15][N:14]([C:17]([O:19][C:20]([CH3:23])([CH3:22])[CH3:21])=[O:18])[CH2:13][CH2:12]1.C1(P(N=[N+]=[N-])(C2C=CC=CC=2)=[O:34])C=CC=CC=1.C([N:46]([CH2:49]C)CC)C. The product is [Br:1][C:2]1[N:6]([CH:7]([CH3:9])[CH3:8])[N:5]=[CH:4][C:3]=1[CH2:10][C:11]1([N:46]=[C:49]=[O:34])[CH2:16][CH2:15][N:14]([C:17]([O:19][C:20]([CH3:23])([CH3:21])[CH3:22])=[O:18])[CH2:13][CH2:12]1. The catalyst is C1(C)C=CC=CC=1. The yield is 1.00. (2) The product is [C:3]1([CH2:9][N:10]2[CH2:15][CH2:14][CH:13]([N:16]([CH2:17][CH3:18])[C:39](=[O:41])[CH2:38][C:35]3[CH:34]=[CH:33][C:32]([S:29]([CH3:28])(=[O:30])=[O:31])=[CH:37][CH:36]=3)[CH2:12][CH2:11]2)[CH:4]=[CH:5][CH:6]=[CH:7][CH:8]=1. The reactants are Cl.Cl.[C:3]1([CH2:9][N:10]2[CH2:15][CH2:14][CH:13]([NH:16][CH2:17][CH3:18])[CH2:12][CH2:11]2)[CH:8]=[CH:7][CH:6]=[CH:5][CH:4]=1.C(N(CC)C(C)C)(C)C.[CH3:28][S:29]([C:32]1[CH:37]=[CH:36][C:35]([CH2:38][C:39]([OH:41])=O)=[CH:34][CH:33]=1)(=[O:31])=[O:30].C1(N=C=NC2CCCCC2)CCCCC1. The yield is 0.760. The catalyst is C(Cl)Cl.CN(C)C1C=CN=CC=1. (3) The reactants are [Cl:1][C:2]1[CH:32]=[CH:31][C:30]([O:33][CH3:34])=[CH:29][C:3]=1[C:4]([NH:6][C:7]1[CH:8]=[N:9][C:10]([NH:13]C2C=CC(C(N3CCN(C)CC3)=O)=CC=2)=[N:11][CH:12]=1)=[O:5].Cl[C:36]1[CH:44]=[CH:43][C:42](OC)=[CH:41][C:37]=1[C:38]([OH:40])=O.[C:47](Cl)(=[O:51])[C:48](Cl)=O. No catalyst specified. The product is [Cl:1][C:2]1[CH:32]=[CH:31][C:30]([O:33][CH3:34])=[CH:29][C:3]=1[C:4]([NH:6][C:7]1[CH:8]=[N:9][C:10]([NH:13][C:42]2[CH:43]=[CH:44][CH:36]=[C:37]([C:38](=[O:40])[N:6]([CH2:48][CH2:47][OH:51])[CH:7]([CH3:8])[CH3:12])[CH:41]=2)=[N:11][CH:12]=1)=[O:5]. The yield is 0.110. (4) The reactants are Cl[CH2:2][C:3]1[CH:8]=[CH:7][CH:6]=[CH:5][C:4]=1[CH2:9][C:10]([OH:12])=[O:11].[NH:13]1[CH2:18][CH2:17][O:16][CH2:15][CH2:14]1. The catalyst is C1COCC1.C(OCC)(=O)C. The product is [O:16]1[CH2:17][CH2:18][N:13]([CH2:2][C:3]2[CH:8]=[CH:7][CH:6]=[CH:5][C:4]=2[CH2:9][C:10]([OH:12])=[O:11])[CH2:14][CH2:15]1. The yield is 0.870. (5) The reactants are [H-].[Na+].[F:3][C:4]([F:35])([F:34])[C:5]1[CH:10]=[CH:9][C:8]([C:11]2[CH2:12][CH2:13][N:14]([C:17]([O:19][CH2:20][C:21]([OH:33])([CH3:32])[CH2:22][N:23]3[CH:27]=[C:26]([N+:28]([O-:30])=[O:29])[N:25]=[C:24]3Cl)=[O:18])[CH2:15][CH:16]=2)=[CH:7][CH:6]=1. The catalyst is CN(C=O)C. The product is [F:3][C:4]([F:35])([F:34])[C:5]1[CH:10]=[CH:9][C:8]([C:11]2[CH2:12][CH2:13][N:14]([C:17]([O:19][CH2:20][C:21]3([CH3:32])[O:33][C:24]4=[N:25][C:26]([N+:28]([O-:30])=[O:29])=[CH:27][N:23]4[CH2:22]3)=[O:18])[CH2:15][CH:16]=2)=[CH:7][CH:6]=1. The yield is 0.390. (6) The reactants are [C:1]([O:5][C:6]([N:8]1[CH2:12][C@H:11]([S:13][C:14]([C:27]2[CH:32]=[CH:31][CH:30]=[CH:29][CH:28]=2)([C:21]2[CH:26]=[CH:25][CH:24]=[CH:23][CH:22]=2)[C:15]2[CH:20]=[CH:19][CH:18]=[CH:17][CH:16]=2)[CH2:10][C@H:9]1[CH2:33][OH:34])=[O:7])([CH3:4])([CH3:3])[CH3:2].[F:35][C:36]1[CH:43]=[C:42]([F:44])[C:41]([F:45])=[CH:40][C:37]=1[CH2:38]Br.[H-].[Na+].[NH4+].[Cl-]. The catalyst is CN(C=O)C. The product is [C:1]([O:5][C:6]([N:8]1[CH2:12][C@H:11]([S:13][C:14]([C:15]2[CH:20]=[CH:19][CH:18]=[CH:17][CH:16]=2)([C:27]2[CH:28]=[CH:29][CH:30]=[CH:31][CH:32]=2)[C:21]2[CH:26]=[CH:25][CH:24]=[CH:23][CH:22]=2)[CH2:10][C@H:9]1[CH2:33][O:34][CH2:38][C:37]1[CH:40]=[C:41]([F:45])[C:42]([F:44])=[CH:43][C:36]=1[F:35])=[O:7])([CH3:4])([CH3:3])[CH3:2]. The yield is 0.460.